From a dataset of Reaction yield outcomes from USPTO patents with 853,638 reactions. Predict the reaction yield, written as a fraction of the theoretical maximum amount of product (1.0 means a 100% yield; for example, 0.34 means a 34% yield). (1) The catalyst is CC1C=CC(C)=CC=1. The yield is 0.340. The product is [Cl:1][C:2]1[C:7]([CH:8]2[CH2:11][CH2:10][CH2:9]2)=[CH:6][C:5]2[N:4]([C:13]([C:14]3[CH:19]=[CH:18][CH:17]=[CH:16][CH:15]=3)=[N:21][N:22]=2)[N:3]=1. The reactants are [Cl:1][C:2]1[N:3]=[N:4][C:5](Cl)=[CH:6][C:7]=1[CH:8]1[CH2:11][CH2:10][CH2:9]1.[C:13]([NH:21][NH2:22])(=O)[C:14]1[CH:19]=[CH:18][CH:17]=[CH:16][CH:15]=1.Cl.C(N(CC)CC)C. (2) The reactants are C[O:2][C:3]([C:5]1[CH:58]=[CH:57][C:8]([CH2:9][N:10]([C:47]2[CH:52]=[CH:51][C:50]([C:53]([O:55]C)=[O:54])=[CH:49][CH:48]=2)[C:11](=[O:46])[CH2:12][CH2:13][CH2:14][CH2:15][CH2:16][O:17][C:18]2[CH:23]=[C:22]([O:24][CH2:25][CH2:26][CH2:27][CH2:28][CH2:29][CH2:30][CH2:31][CH2:32][CH2:33][CH3:34])[CH:21]=[C:20]([O:35][CH2:36][CH2:37][CH2:38][CH2:39][CH2:40][CH2:41][CH2:42][CH2:43][CH2:44][CH3:45])[CH:19]=2)=[CH:7][CH:6]=1)=[O:4].[Li+].[OH-].C(C1C=CC(N(C2C=CC(C(O)=O)=CC=2)C(=O)CCCCCOC2C=C(OCCCCCCCCCC)C=C(OCCCCCCCCCC)C=2)=CC=1)(O)=O. The catalyst is C1COCC1. The product is [C:3]([C:5]1[CH:6]=[CH:7][C:8]([CH2:9][N:10]([C:47]2[CH:48]=[CH:49][C:50]([C:53]([OH:55])=[O:54])=[CH:51][CH:52]=2)[C:11](=[O:46])[CH2:12][CH2:13][CH2:14][CH2:15][CH2:16][O:17][C:18]2[CH:19]=[C:20]([O:35][CH2:36][CH2:37][CH2:38][CH2:39][CH2:40][CH2:41][CH2:42][CH2:43][CH2:44][CH3:45])[CH:21]=[C:22]([O:24][CH2:25][CH2:26][CH2:27][CH2:28][CH2:29][CH2:30][CH2:31][CH2:32][CH2:33][CH3:34])[CH:23]=2)=[CH:57][CH:58]=1)([OH:4])=[O:2]. The yield is 0.800. (3) The reactants are Br[C:2]1[CH:7]=[C:6]([N+:8]([O-:10])=[O:9])[CH:5]=[CH:4][C:3]=1[NH:11][CH3:12].CCN(CC)CC.[CH3:20][C:21]([CH3:25])([CH3:24])[C:22]#[CH:23].N#N. The catalyst is C1(C)C=CC=CC=1.O.Cl[Pd](Cl)([P](C1C=CC=CC=1)(C1C=CC=CC=1)C1C=CC=CC=1)[P](C1C=CC=CC=1)(C1C=CC=CC=1)C1C=CC=CC=1.[Cu]I. The product is [CH3:20][C:21]([CH3:25])([CH3:24])[C:22]#[C:23][C:2]1[CH:7]=[C:6]([N+:8]([O-:10])=[O:9])[CH:5]=[CH:4][C:3]=1[NH:11][CH3:12]. The yield is 0.940. (4) The catalyst is C(Cl)Cl.O. The reactants are CS(C)=O.[CH3:5][C:6]([C@@H:11]1[CH2:16][CH2:15][O:14][C:13]([CH3:18])([CH3:17])[O:12]1)([CH:8]([OH:10])[CH3:9])[CH3:7].C(Cl)(=O)C(Cl)=O.C(N(CC)CC)C. The product is [CH3:7][C:6]([C@@H:11]1[CH2:16][CH2:15][O:14][C:13]([CH3:18])([CH3:17])[O:12]1)([C:8](=[O:10])[CH3:9])[CH3:5]. The yield is 0.705. (5) The product is [Cl:13][C:14]1[CH:19]=[C:18]([Cl:20])[CH:17]=[C:16]([Cl:21])[C:15]=1[S:22]([NH:12][C:4]1[S:5][C:6]([CH2:7][C:8]([Cl:11])([Cl:9])[Cl:10])=[C:2]([CH3:1])[N:3]=1)(=[O:24])=[O:23]. The yield is 0.460. The reactants are [CH3:1][C:2]1[N:3]=[C:4]([NH2:12])[S:5][C:6]=1[CH2:7][C:8]([Cl:11])([Cl:10])[Cl:9].[Cl:13][C:14]1[CH:19]=[C:18]([Cl:20])[CH:17]=[C:16]([Cl:21])[C:15]=1[S:22](Cl)(=[O:24])=[O:23]. No catalyst specified. (6) The reactants are [F:1][C:2]1[CH:10]=[CH:9][CH:8]=[CH:7][C:3]=1[C:4](Cl)=[O:5].[CH2:11]([NH2:13])[CH3:12]. The catalyst is C(Cl)Cl. The product is [CH2:11]([NH:13][C:4](=[O:5])[C:3]1[CH:7]=[CH:8][CH:9]=[CH:10][C:2]=1[F:1])[CH3:12]. The yield is 0.870. (7) The reactants are [CH3:1][O:2][C:3](=[O:36])[C@H:4]([CH2:17][C:18]1[CH:23]=[CH:22][C:21]([NH:24][C:25](=[O:35])[C@H:26]([NH2:34])[CH2:27][C:28]2[CH:29]=[N:30][CH:31]=[CH:32][CH:33]=2)=[CH:20][CH:19]=1)[NH:5][C:6]([C:8]1[C:13]([CH3:14])=[CH:12][CH:11]=[CH:10][C:9]=1[CH2:15][CH3:16])=[S:7].[CH:37](=O)[C:38]1[CH:43]=[CH:42][CH:41]=[CH:40][CH:39]=1.[C:45](OC(=O)C)(=[O:47])[CH3:46]. The catalyst is ClCCl.C(OC)(OC)OC. The product is [CH3:1][O:2][C:3](=[O:36])[C@H:4]([CH2:17][C:18]1[CH:23]=[CH:22][C:21]([N:24]2[C:25](=[O:35])[C@@H:26]([CH2:27][C:28]3[CH:29]=[N:30][CH:31]=[CH:32][CH:33]=3)[N:34]([C:45](=[O:47])[CH3:46])[C@@H:37]2[C:38]2[CH:43]=[CH:42][CH:41]=[CH:40][CH:39]=2)=[CH:20][CH:19]=1)[NH:5][C:6]([C:8]1[C:13]([CH3:14])=[CH:12][CH:11]=[CH:10][C:9]=1[CH2:15][CH3:16])=[S:7]. The yield is 0.670.